From a dataset of Reaction yield outcomes from USPTO patents with 853,638 reactions. Predict the reaction yield, written as a fraction of the theoretical maximum amount of product (1.0 means a 100% yield; for example, 0.34 means a 34% yield). The reactants are [CH:1]1([N:6]2[CH2:11][CH2:10][N:9]([C:12]([C:14]3[CH:15]=[C:16]4[C:20](=[CH:21][CH:22]=3)[NH:19][C:18]([C:23]([N:25]3[CH2:30][CH2:29][S:28](=[O:32])(=[O:31])[CH2:27][CH2:26]3)=[O:24])=[CH:17]4)=[O:13])[CH2:8][CH2:7]2)[CH2:5][CH2:4][CH2:3][CH2:2]1.[F:33][C:34]([F:45])([F:44])[C:35]1[CH:36]=[C:37](B(O)O)[CH:38]=[CH:39][CH:40]=1.N1C=CC=CC=1. The catalyst is ClCCl.C([O-])(=O)C.[Cu+2].C([O-])(=O)C. The product is [CH:1]1([N:6]2[CH2:7][CH2:8][N:9]([C:12]([C:14]3[CH:15]=[C:16]4[C:20](=[CH:21][CH:22]=3)[N:19]([C:39]3[CH:38]=[CH:37][CH:36]=[C:35]([C:34]([F:45])([F:44])[F:33])[CH:40]=3)[C:18]([C:23]([N:25]3[CH2:30][CH2:29][S:28](=[O:31])(=[O:32])[CH2:27][CH2:26]3)=[O:24])=[CH:17]4)=[O:13])[CH2:10][CH2:11]2)[CH2:2][CH2:3][CH2:4][CH2:5]1. The yield is 0.400.